This data is from Forward reaction prediction with 1.9M reactions from USPTO patents (1976-2016). The task is: Predict the product of the given reaction. (1) Given the reactants [CH3:1][C:2]1[C:3]([C:17]2[CH:22]=[CH:21][CH:20]=[CH:19][CH:18]=2)=[C:4]([S:7]([C:10]2[CH:15]=[CH:14][C:13]([CH3:16])=[CH:12][CH:11]=2)(=[O:9])=[O:8])[NH:5][CH:6]=1.[Cl-].ClC=[N+](C)C.[O:29]1CCC[CH2:30]1.C(=O)([O-])O.[Na+], predict the reaction product. The product is: [CH3:1][C:2]1[C:3]([C:17]2[CH:22]=[CH:21][CH:20]=[CH:19][CH:18]=2)=[C:4]([S:7]([C:10]2[CH:15]=[CH:14][C:13]([CH3:16])=[CH:12][CH:11]=2)(=[O:8])=[O:9])[NH:5][C:6]=1[CH:30]=[O:29]. (2) Given the reactants [CH3:1][N:2]([CH3:27])[C:3]1[CH:8]=[C:7]([NH:9][C:10]2[CH:15]=[CH:14][C:13]([CH3:16])=[CH:12][CH:11]=2)[N:6]=[C:5]([NH:17][C:18](=O)[CH2:19][C:20]2[CH:25]=[CH:24][CH:23]=[CH:22][CH:21]=2)[N:4]=1.[H-].[H-].[H-].[H-].[Li+].[Al+3], predict the reaction product. The product is: [CH3:27][N:2]([CH3:1])[C:3]1[CH:8]=[C:7]([NH:9][C:10]2[CH:11]=[CH:12][C:13]([CH3:16])=[CH:14][CH:15]=2)[N:6]=[C:5]([NH:17][CH2:18][CH2:19][C:20]2[CH:25]=[CH:24][CH:23]=[CH:22][CH:21]=2)[N:4]=1. (3) Given the reactants [CH3:1][CH2:2][C@H:3]1[O:18][C:16](=[O:17])[C@H:15]([CH3:19])[C@@H:14]([O:20][C@@H:21]2[O:26][C@@H:25]([CH3:27])[C@H:24]([OH:28])[C@@:23]([O:30][CH3:31])([CH3:29])[CH2:22]2)[C@H:13]([CH3:32])[C@@H:12]([O:33][C@@H:34]2[O:39][C@H:38]([CH3:40])[CH2:37][C@H:36]([N:41]([CH3:43])[CH3:42])[C@H:35]2[OH:44])[C@@:11]([OH:46])([CH3:45])[CH2:10][C@@H:9]([CH3:47])[CH2:8][N:7]([CH3:48])[C@H:6]([CH3:49])[C@@H:5]([OH:50])[C@@:4]1([OH:52])[CH3:51].O, predict the reaction product. The product is: [CH3:1][CH2:2][C@H:3]1[O:18][C:16](=[O:17])[C@H:15]([CH3:19])[C@@H:14]([O:20][C@@H:21]2[O:26][C@@H:25]([CH3:27])[C@H:24]([OH:28])[C@@:23]([O:30][CH3:31])([CH3:29])[CH2:22]2)[C@H:13]([CH3:32])[C@@H:12]([O:33][C@@H:34]2[O:39][C@H:38]([CH3:40])[CH2:37][C@H:36]([N:41]([CH3:43])[CH3:42])[C@H:35]2[OH:44])[C@@:11]([OH:46])([CH3:45])[CH2:10][C@@H:9]([CH3:47])[CH2:8][N:7]([CH3:48])[C@H:6]([CH3:49])[C@@H:5]([OH:50])[C@@:4]1([OH:52])[CH3:51].[CH2:37]1[CH2:38][O:39][CH2:34][CH2:36]1. (4) The product is: [F:1][C:2]1[CH:3]=[CH:4][C:5]([C:8]2[C:16]([C:17]3[CH:18]=[CH:19][N:25]=[C:26]([NH2:28])[N:27]=3)=[C:11]3[CH:12]=[CH:13][CH:14]=[CH:15][N:10]3[N:9]=2)=[CH:6][CH:7]=1. Given the reactants [F:1][C:2]1[CH:7]=[CH:6][C:5]([C:8]2[C:16]([C:17](=O)[CH:18]=[CH:19]N(C)C)=[C:11]3[CH:12]=[CH:13][CH:14]=[CH:15][N:10]3[N:9]=2)=[CH:4][CH:3]=1.Cl.[NH2:25][C:26]([NH2:28])=[NH2+:27].C([O-])([O-])=O.[K+].[K+].O, predict the reaction product. (5) Given the reactants [F:1][C:2]([F:9])([F:8])[C:3]([O:5]CC)=O.[OH:10][C:11]1[CH:16]=[CH:15][C:14]([C:17](=[O:19])[CH3:18])=[CH:13][C:12]=1[N+:20]([O-:22])=[O:21], predict the reaction product. The product is: [F:9][C:2]([F:1])([F:8])[C:3](=[O:5])[CH2:18][C:17]([C:14]1[CH:15]=[CH:16][C:11]([OH:10])=[C:12]([N+:20]([O-:22])=[O:21])[CH:13]=1)=[O:19]. (6) The product is: [NH2:1][C:2]1[N:3]([C:17]2[CH:18]=[C:19]([C:23]3[CH:28]=[CH:27][CH:26]=[CH:25][CH:24]=3)[CH:20]=[CH:21][CH:22]=2)[CH:4]=[C:5]([OH:9])[C:6](=[O:8])[CH:7]=1. Given the reactants [NH2:1][C:2]1[N:3]([C:17]2[CH:18]=[C:19]([C:23]3[CH:28]=[CH:27][CH:26]=[CH:25][CH:24]=3)[CH:20]=[CH:21][CH:22]=2)[CH:4]=[C:5]([O:9]CC2C=CC=CC=2)[C:6](=[O:8])[CH:7]=1, predict the reaction product. (7) Given the reactants Br[C:2]1[CH:9]=[CH:8][C:5]([CH:6]=[O:7])=[CH:4][CH:3]=1.[F-].[K+].[CH:12]1(B(O)O)[CH2:14][CH2:13]1, predict the reaction product. The product is: [CH:12]1([C:2]2[CH:9]=[CH:8][C:5]([CH:6]=[O:7])=[CH:4][CH:3]=2)[CH2:14][CH2:13]1.